Dataset: Full USPTO retrosynthesis dataset with 1.9M reactions from patents (1976-2016). Task: Predict the reactants needed to synthesize the given product. (1) Given the product [CH2:1]([C@@:3]12[C@@:14]([CH2:16][CH2:17][C:18]3[C:23]([CH2:24][C:25]([OH:27])=[O:26])=[C:22]([O:39][CH3:38])[CH:21]=[CH:20][N:19]=3)([OH:15])[CH2:13][CH2:12][C:11]1=[CH:10][C:9]1[N:8]([C:31]3[CH:32]=[CH:33][C:34]([F:37])=[CH:35][CH:36]=3)[N:7]=[CH:6][C:5]=1[CH2:4]2)[CH3:2], predict the reactants needed to synthesize it. The reactants are: [CH2:1]([C@@:3]12[C@@:14]([CH2:16][CH2:17][C:18]3[C:23]([CH2:24][C:25]([O:27]CC)=[O:26])=[C:22](F)[CH:21]=[CH:20][N:19]=3)([OH:15])[CH2:13][CH2:12][C:11]1=[CH:10][C:9]1[N:8]([C:31]3[CH:36]=[CH:35][C:34]([F:37])=[CH:33][CH:32]=3)[N:7]=[CH:6][C:5]=1[CH2:4]2)[CH3:2].[CH3:38][O-:39].[Na+].O.Cl. (2) Given the product [Cl-:1].[CH2:13]([CH:8]([C:9]1[SH+:17][C:11]([CH2:10][CH3:9])=[CH:6][CH:7]=[CH:8][CH:6]=[CH:11][CH:10]=1)[CH3:7])[CH3:14], predict the reactants needed to synthesize it. The reactants are: [ClH:1].Cl.C(N(CC)[C:6]1[CH:11]=[CH:10][C:9](N)=[C:8]([CH2:13][CH3:14])[CH:7]=1)C.[S-2:17].[Na+].[Na+].[Cl-].[Na+]. (3) Given the product [CH2:23]([C@@:14]1([C:17]2[CH:22]=[CH:21][CH:20]=[CH:19][CH:18]=2)[O:13][C:12](=[O:25])[N:11]([C@H:8]([C:5]2[CH:6]=[CH:7][C:2]([C:27]3[CH:28]=[CH:29][C:30](=[O:36])[N:31]([CH:33]([CH3:35])[CH3:34])[CH:32]=3)=[CH:3][CH:4]=2)[CH2:9][CH3:10])[CH2:16][CH2:15]1)[CH3:24], predict the reactants needed to synthesize it. The reactants are: Br[C:2]1[CH:7]=[CH:6][C:5]([C@@H:8]([N:11]2[CH2:16][CH2:15][C@:14]([CH2:23][CH3:24])([C:17]3[CH:22]=[CH:21][CH:20]=[CH:19][CH:18]=3)[O:13][C:12]2=[O:25])[CH2:9][CH3:10])=[CH:4][CH:3]=1.Br[C:27]1[CH:28]=[CH:29][C:30](=[O:36])[N:31]([CH:33]([CH3:35])[CH3:34])[CH:32]=1. (4) Given the product [F:48][C:44]1[CH:43]=[C:42]([S:39]([C:21]([CH2:23][C:24]2[CH:29]=[CH:28][C:27]([C:30]3[CH:35]=[CH:34][CH:33]=[C:32]([C:36]#[C:37][CH3:38])[CH:31]=3)=[CH:26][CH:25]=2)([NH2:22])[C:17]2[N:16]=[C:15]([NH:14][CH2:49][C:50]([OH:52])=[O:51])[CH:20]=[CH:19][CH:18]=2)(=[O:40])=[O:41])[CH:47]=[CH:46][CH:45]=1, predict the reactants needed to synthesize it. The reactants are: Cl.O1CCCC1.C(OC([N:14]([CH2:49][C:50]([O:52]C(C)(C)C)=[O:51])[C:15]1[CH:20]=[CH:19][CH:18]=[C:17]([C:21]([S:39]([C:42]2[CH:47]=[CH:46][CH:45]=[C:44]([F:48])[CH:43]=2)(=[O:41])=[O:40])([CH2:23][C:24]2[CH:29]=[CH:28][C:27]([C:30]3[CH:35]=[CH:34][CH:33]=[C:32]([C:36]#[C:37][CH3:38])[CH:31]=3)=[CH:26][CH:25]=2)[NH2:22])[N:16]=1)=O)(C)(C)C.[OH-].[Na+]. (5) Given the product [Cl:1][C:2]1[C:3]([C:14]2[CH:19]=[C:18]([Cl:20])[CH:17]=[CH:16][C:15]=2[C:21]#[N:22])=[CH:4][C:5](=[O:13])[N:6]([CH:8]([CH3:12])[C:9]([NH:23][C:24]2[CH:29]=[CH:28][C:27]([C:30]3[N:34]([C:35]([O:37][C:38]([CH3:40])([CH3:39])[CH3:41])=[O:36])[NH:33][C:32](=[O:42])[CH:31]=3)=[CH:26][CH:25]=2)=[O:10])[CH:7]=1, predict the reactants needed to synthesize it. The reactants are: [Cl:1][C:2]1[C:3]([C:14]2[CH:19]=[C:18]([Cl:20])[CH:17]=[CH:16][C:15]=2[C:21]#[N:22])=[CH:4][C:5](=[O:13])[N:6]([CH:8]([CH3:12])[C:9](O)=[O:10])[CH:7]=1.[NH2:23][C:24]1[CH:29]=[CH:28][C:27]([C:30]2[N:34]([C:35]([O:37][C:38]([CH3:41])([CH3:40])[CH3:39])=[O:36])[NH:33][C:32](=[O:42])[CH:31]=2)=[CH:26][CH:25]=1. (6) The reactants are: [OH:1][C:2]1[CH:11]=[CH:10][C:5]([C:6]([O:8][CH3:9])=[O:7])=[CH:4][C:3]=1[C:12](=[NH:14])[CH3:13].ClN1C(=O)CCC1=O.C(=O)([O-])[O-].[K+].[K+]. Given the product [CH3:13][C:12]1[C:3]2[CH:4]=[C:5]([C:6]([O:8][CH3:9])=[O:7])[CH:10]=[CH:11][C:2]=2[O:1][N:14]=1, predict the reactants needed to synthesize it. (7) Given the product [CH2:1]([O:8][C:9]1[C:10]([Cl:21])=[CH:11][C:12]([Cl:20])=[C:13]2[C:18]=1[N:17]=[C:16]([CH:19]=[O:22])[CH:15]=[N:14]2)[C:2]1[CH:3]=[CH:4][CH:5]=[CH:6][CH:7]=1, predict the reactants needed to synthesize it. The reactants are: [CH2:1]([O:8][C:9]1[C:10]([Cl:21])=[CH:11][C:12]([Cl:20])=[C:13]2[C:18]=1[N:17]=[C:16]([CH3:19])[CH:15]=[N:14]2)[C:2]1[CH:7]=[CH:6][CH:5]=[CH:4][CH:3]=1.[O:22]1CCOCC1. (8) Given the product [C:11]([O:10][C:8]([N:6]1[CH2:7][C:2](=[O:1])[NH:3][CH2:4][C@H:5]1[C:15]([OH:17])=[O:16])=[O:9])([CH3:14])([CH3:12])[CH3:13], predict the reactants needed to synthesize it. The reactants are: [O:1]=[C:2]1[CH2:7][N:6]([C:8]([O:10][C:11]([CH3:14])([CH3:13])[CH3:12])=[O:9])[C@H:5]([C:15]([O:17]C)=[O:16])[CH2:4][NH:3]1.[OH-].[Na+].Cl. (9) Given the product [Cl:2][C:3]1[CH:8]=[CH:7][C:6]([N+:9]([O-:11])=[O:10])=[CH:5][C:4]=1[C:12]1[N:13]=[C:14]([NH:17][S:30]([C:27]2[CH:26]=[CH:25][C:24]([C:18]3[CH:23]=[CH:22][CH:21]=[CH:20][CH:19]=3)=[CH:29][CH:28]=2)(=[O:32])=[O:31])[S:15][CH:16]=1, predict the reactants needed to synthesize it. The reactants are: Br.[Cl:2][C:3]1[CH:8]=[CH:7][C:6]([N+:9]([O-:11])=[O:10])=[CH:5][C:4]=1[C:12]1[N:13]=[C:14]([NH2:17])[S:15][CH:16]=1.[C:18]1([C:24]2[CH:29]=[CH:28][C:27]([S:30](Cl)(=[O:32])=[O:31])=[CH:26][CH:25]=2)[CH:23]=[CH:22][CH:21]=[CH:20][CH:19]=1.